Dataset: Merck oncology drug combination screen with 23,052 pairs across 39 cell lines. Task: Regression. Given two drug SMILES strings and cell line genomic features, predict the synergy score measuring deviation from expected non-interaction effect. (1) Drug 1: O=C(O)C1(Cc2cccc(Nc3nccs3)n2)CCC(Oc2cccc(Cl)c2F)CC1. Drug 2: Cn1cc(-c2cnn3c(N)c(Br)c(C4CCCNC4)nc23)cn1. Cell line: VCAP. Synergy scores: synergy=-1.66. (2) Cell line: PA1. Synergy scores: synergy=-6.17. Drug 2: CCC1=CC2CN(C1)Cc1c([nH]c3ccccc13)C(C(=O)OC)(c1cc3c(cc1OC)N(C)C1C(O)(C(=O)OC)C(OC(C)=O)C4(CC)C=CCN5CCC31C54)C2. Drug 1: N#Cc1ccc(Cn2cncc2CN2CCN(c3cccc(Cl)c3)C(=O)C2)cc1. (3) Drug 1: CC(C)CC(NC(=O)C(Cc1ccccc1)NC(=O)c1cnccn1)B(O)O. Drug 2: CNC(=O)c1cc(Oc2ccc(NC(=O)Nc3ccc(Cl)c(C(F)(F)F)c3)cc2)ccn1. Cell line: RPMI7951. Synergy scores: synergy=-20.2. (4) Drug 1: NC(=O)c1cccc2cn(-c3ccc(C4CCCNC4)cc3)nc12. Drug 2: CCC1(O)C(=O)OCc2c1cc1n(c2=O)Cc2cc3c(CN(C)C)c(O)ccc3nc2-1. Cell line: T47D. Synergy scores: synergy=-15.7. (5) Drug 1: COC12C(COC(N)=O)C3=C(C(=O)C(C)=C(N)C3=O)N1CC1NC12. Drug 2: CS(=O)(=O)CCNCc1ccc(-c2ccc3ncnc(Nc4ccc(OCc5cccc(F)c5)c(Cl)c4)c3c2)o1. Cell line: A2058. Synergy scores: synergy=23.4. (6) Cell line: OCUBM. Drug 2: Cc1nc(Nc2ncc(C(=O)Nc3c(C)cccc3Cl)s2)cc(N2CCN(CCO)CC2)n1. Drug 1: COC12C(COC(N)=O)C3=C(C(=O)C(C)=C(N)C3=O)N1CC1NC12. Synergy scores: synergy=18.0. (7) Drug 1: CN1C(=O)C=CC2(C)C3CCC4(C)C(NC(=O)OCC(F)(F)F)CCC4C3CCC12. Drug 2: CC1CC2C3CCC4=CC(=O)C=CC4(C)C3(F)C(O)CC2(C)C1(O)C(=O)CO. Cell line: RPMI7951. Synergy scores: synergy=-32.8. (8) Drug 1: CS(=O)(=O)CCNCc1ccc(-c2ccc3ncnc(Nc4ccc(OCc5cccc(F)c5)c(Cl)c4)c3c2)o1. Drug 2: O=C(NOCC(O)CO)c1ccc(F)c(F)c1Nc1ccc(I)cc1F. Cell line: ES2. Synergy scores: synergy=5.37. (9) Drug 1: CN(C)C(=N)N=C(N)N. Drug 2: N#Cc1ccc(Cn2cncc2CN2CCN(c3cccc(Cl)c3)C(=O)C2)cc1. Cell line: UWB1289BRCA1. Synergy scores: synergy=9.42.